The task is: Predict which catalyst facilitates the given reaction.. This data is from Catalyst prediction with 721,799 reactions and 888 catalyst types from USPTO. (1) Reactant: [OH-].[Li+].[CH:3]1([O:6][C:7]2[N:8]=[CH:9][C:10]([C:13]([O:15]C)=[O:14])=[N:11][CH:12]=2)[CH2:5][CH2:4]1.Cl. Product: [CH:3]1([O:6][C:7]2[N:8]=[CH:9][C:10]([C:13]([OH:15])=[O:14])=[N:11][CH:12]=2)[CH2:4][CH2:5]1. The catalyst class is: 30. (2) Reactant: [CH3:1][C:2]1[CH:6]=[C:5]([CH3:7])[NH:4][C:3]=1[C:8]#[N:9].[Al+3].[Cl-].[Cl-].[Cl-].[C:14](Cl)([CH3:16])=[O:15]. The catalyst class is: 26. Product: [C:14]([C:6]1[C:2]([CH3:1])=[C:3]([C:8]#[N:9])[NH:4][C:5]=1[CH3:7])(=[O:15])[CH3:16]. (3) Reactant: [H-].[Na+].[C:3]([O:22][CH2:23][CH2:24][O:25][CH2:26][CH2:27][O:28][CH2:29][CH2:30][O:31][CH2:32][CH2:33][O:34][CH2:35][CH2:36][O:37][C:38]1[CH:43]=[CH:42][C:41]([OH:44])=[CH:40][CH:39]=1)([C:16]1[CH:21]=[CH:20][CH:19]=[CH:18][CH:17]=1)([C:10]1[CH:15]=[CH:14][CH:13]=[CH:12][CH:11]=1)[C:4]1[CH:9]=[CH:8][CH:7]=[CH:6][CH:5]=1.Br[CH2:46][CH2:47][O:48][CH2:49][CH2:50][O:51][CH2:52][CH2:53][O:54][CH2:55][CH2:56][O:57][CH2:58][CH2:59][O:60][CH2:61][C:62]1[CH:67]=[CH:66][CH:65]=[CH:64][CH:63]=1. Product: [CH2:61]([O:60][CH2:59][CH2:58][O:57][CH2:56][CH2:55][O:54][CH2:53][CH2:52][O:51][CH2:50][CH2:49][O:48][CH2:47][CH2:46][O:44][C:41]1[CH:42]=[CH:43][C:38]([O:37][CH2:36][CH2:35][O:34][CH2:33][CH2:32][O:31][CH2:30][CH2:29][O:28][CH2:27][CH2:26][O:25][CH2:24][CH2:23][O:22][C:3]([C:16]2[CH:21]=[CH:20][CH:19]=[CH:18][CH:17]=2)([C:10]2[CH:11]=[CH:12][CH:13]=[CH:14][CH:15]=2)[C:4]2[CH:5]=[CH:6][CH:7]=[CH:8][CH:9]=2)=[CH:39][CH:40]=1)[C:62]1[CH:63]=[CH:64][CH:65]=[CH:66][CH:67]=1. The catalyst class is: 1.